Predict the reactants needed to synthesize the given product. From a dataset of Full USPTO retrosynthesis dataset with 1.9M reactions from patents (1976-2016). Given the product [C:1]([OH:6])(=[O:5])[C:2]([OH:4])=[O:3].[NH:7]1[CH2:11][CH2:10][C@H:9](/[CH:12]=[CH:13]/[C:14]2[CH:19]=[N:18][CH:17]=[N:16][CH:15]=2)[CH2:8]1, predict the reactants needed to synthesize it. The reactants are: [C:1]([OH:6])(=[O:5])[C:2]([OH:4])=[O:3].[NH:7]1[CH2:11][CH2:10][C@H:9](/[CH:12]=[CH:13]/[C:14]2[CH:15]=[N:16][CH:17]=[N:18][CH:19]=2)[CH2:8]1.